This data is from Reaction yield outcomes from USPTO patents with 853,638 reactions. The task is: Predict the reaction yield, written as a fraction of the theoretical maximum amount of product (1.0 means a 100% yield; for example, 0.34 means a 34% yield). (1) The reactants are [ClH:1].CCOCC.[CH:7]1([C:10]2[CH:11]=[N:12][C:13]3[C:18]([C:19]=2[CH2:20][N:21]2[C:27](=[O:28])[C@@H:26]([NH:29][C:30](=[O:42])[C@@H:31]([N:33](C)[C:34](=O)OC(C)(C)C)[CH3:32])[CH2:25][CH2:24][C:23]4[CH:43]=[CH:44][CH:45]=[CH:46][C:22]2=4)=[CH:17][CH:16]=[CH:15][CH:14]=3)[CH2:9][CH2:8]1. The catalyst is CO. The product is [ClH:1].[ClH:1].[CH:7]1([C:10]2[CH:11]=[N:12][C:13]3[C:18]([C:19]=2[CH2:20][N:21]2[C:27](=[O:28])[C@@H:26]([NH:29][C:30](=[O:42])[C@@H:31]([NH:33][CH3:34])[CH3:32])[CH2:25][CH2:24][C:23]4[CH:43]=[CH:44][CH:45]=[CH:46][C:22]2=4)=[CH:17][CH:16]=[CH:15][CH:14]=3)[CH2:8][CH2:9]1. The yield is 0.854. (2) The reactants are [CH3:1][O:2][C:3]1[CH:4]=[C:5]([C:11]2[S:15][C:14]3=[N:16][CH:17]=[CH:18][N:13]3[N:12]=2)[CH:6]=[CH:7][C:8]=1[O:9][CH3:10].C1C(=O)N([I:26])C(=O)C1.S([O-])([O-])(=O)=S.[Na+].[Na+]. The catalyst is CN(C=O)C. The product is [CH3:1][O:2][C:3]1[CH:4]=[C:5]([C:11]2[S:15][C:14]3=[N:16][CH:17]=[C:18]([I:26])[N:13]3[N:12]=2)[CH:6]=[CH:7][C:8]=1[O:9][CH3:10]. The yield is 0.360. (3) The yield is 0.900. No catalyst specified. The product is [F:12][C:13]1[CH:14]=[C:15]2[C:16]([C:17]([OH:18])=[C:2]([C:1]([O:8][CH2:9][CH3:28])=[O:7])[C:3](=[O:4])[N:20]2[CH2:21][CH:22]=[CH2:23])=[CH:26][CH:27]=1. The reactants are [C:1]([O:8][CH3:9])(=[O:7])[CH2:2][C:3](OC)=[O:4].[H-].[Na+].[F:12][C:13]1[CH:27]=[CH:26][C:16]2[C:17](=O)[O:18]C(=O)[N:20]([CH2:21][CH:22]=[CH2:23])[C:15]=2[CH:14]=1.[CH3:28]N(C=O)C. (4) The reactants are C[O:2][C:3]1[CH:11]=[CH:10][C:6]([C:7]([OH:9])=[O:8])=[CH:5][C:4]=1[C:12]([F:15])([F:14])[F:13].Cl.N1C=CC=CC=1.C(O)(=O)CC(CC(O)=O)(C(O)=O)O. No catalyst specified. The product is [OH:2][C:3]1[CH:11]=[CH:10][C:6]([C:7]([OH:9])=[O:8])=[CH:5][C:4]=1[C:12]([F:13])([F:14])[F:15]. The yield is 0.840. (5) The reactants are [CH2:1]([CH:4]([C:19]([O:21]C1C(Cl)=C(Cl)C(Cl)=C(Cl)C=1Cl)=O)[C:5]([O:7]C1C(Cl)=C(Cl)C(Cl)=C(Cl)C=1Cl)=O)[CH:2]=[CH2:3].C(N(CC)CC)C.[NH2:40][C:41]1[CH:46]=[C:45]([O:47][CH3:48])[CH:44]=[CH:43][N:42]=1. The catalyst is CC(C)=O. The product is [CH2:1]([C:4]1[C:5](=[O:7])[N:42]2[CH:43]=[CH:44][C:45]([O:47][CH3:48])=[CH:46][C:41]2=[N:40][C:19]=1[OH:21])[CH:2]=[CH2:3]. The yield is 0.650. (6) The reactants are I[C:2]1[CH:21]=[N:20][C:5]2[NH:6][CH2:7][CH2:8][N:9]([CH2:10][C:11]3[CH:16]=[C:15]([F:17])[C:14]([F:18])=[CH:13][C:12]=3[F:19])[C:4]=2[CH:3]=1.[CH3:22][N:23]1[CH2:28][CH2:27][N:26]([C:29]([C:31]2[CH:36]=[CH:35][C:34](B3OC(C)(C)C(C)(C)O3)=[CH:33][CH:32]=2)=[O:30])[CH2:25][CH2:24]1. No catalyst specified. The product is [CH3:22][N:23]1[CH2:28][CH2:27][N:26]([C:29]([C:31]2[CH:36]=[CH:35][C:34]([C:2]3[CH:21]=[N:20][C:5]4[NH:6][CH2:7][CH2:8][N:9]([CH2:10][C:11]5[CH:16]=[C:15]([F:17])[C:14]([F:18])=[CH:13][C:12]=5[F:19])[C:4]=4[CH:3]=3)=[CH:33][CH:32]=2)=[O:30])[CH2:25][CH2:24]1. The yield is 0.300. (7) The reactants are [Cl:1][C:2]1[C:11]2[C:6](=[CH:7][CH:8]=[C:9]([CH:12]=C)[CH:10]=2)[N:5]=[CH:4][CH:3]=1.N1C(C)=CC=CC=1C.[O-:22]I(=O)(=O)=O.[Na+].O. The catalyst is C(O)(C)(C)C.O1CCOCC1.[Os](=O)(=O)(=O)=O. The product is [Cl:1][C:2]1[C:11]2[C:6](=[CH:7][CH:8]=[C:9]([CH:12]=[O:22])[CH:10]=2)[N:5]=[CH:4][CH:3]=1. The yield is 0.830. (8) The reactants are [CH2:1]([OH:9])[CH2:2][CH2:3][CH2:4][CH2:5][CH2:6][CH2:7][CH3:8].C[Si]([N-][Si](C)(C)C)(C)C.[Na+].F[C:21]1[CH:29]=[CH:28][C:24]([C:25]([OH:27])=[O:26])=[CH:23][C:22]=1[C:30]([F:33])([F:32])[F:31]. The catalyst is C1COCC1. The product is [CH2:1]([O:9][C:21]1[CH:29]=[CH:28][C:24]([C:25]([OH:27])=[O:26])=[CH:23][C:22]=1[C:30]([F:31])([F:33])[F:32])[CH2:2][CH2:3][CH2:4][CH2:5][CH2:6][CH2:7][CH3:8]. The yield is 0.960. (9) The reactants are C([O-])([O-])=O.[K+].[K+].Br[CH2:8][CH2:9]Br.[NH2:11][C:12]1[CH:17]=[CH:16][CH:15]=[CH:14][C:13]=1[SH:18]. The catalyst is CC(C)=O. The product is [S:18]1[C:13]2[CH:14]=[CH:15][CH:16]=[CH:17][C:12]=2[NH:11][CH2:9][CH2:8]1. The yield is 0.660. (10) The yield is 0.830. The catalyst is CO.[Cl-].[NH4+].[Fe]. The product is [CH2:1]([O:8][C:9]1[CH:14]=[C:13]([NH2:15])[CH:12]=[CH:11][C:10]=1[O:18][CH3:19])[C:2]1[CH:3]=[CH:4][CH:5]=[CH:6][CH:7]=1. The reactants are [CH2:1]([O:8][C:9]1[CH:14]=[C:13]([N+:15]([O-])=O)[CH:12]=[CH:11][C:10]=1[O:18][CH3:19])[C:2]1[CH:7]=[CH:6][CH:5]=[CH:4][CH:3]=1.